This data is from Catalyst prediction with 721,799 reactions and 888 catalyst types from USPTO. The task is: Predict which catalyst facilitates the given reaction. (1) Reactant: C(OC(=O)C1C=CC(N[C:12](=[O:38])[CH:13]([N:20]2[C:24]3[CH:25]=[C:26]([F:30])[C:27]([F:29])=[CH:28][C:23]=3[N:22]=[C:21]2[C:31]2[CH:36]=[CH:35][C:34]([Cl:37])=[CH:33][CH:32]=2)[CH:14]2[CH2:19][CH2:18][CH2:17][CH2:16][CH2:15]2)=CC=1)C.ClC1C=CC(C2N(C(C3CCCCC3)C(O)=O)C3C=C(F)C(F)=CC=3N=2)=CC=1.[CH3:68][O:69][C:70](=[O:80])[C:71]1[CH:76]=[C:75]([F:77])[C:74]([NH2:78])=[C:73]([F:79])[CH:72]=1. Product: [CH3:68][O:69][C:70](=[O:80])[C:71]1[CH:72]=[C:73]([F:79])[C:74]([NH:78][C:12](=[O:38])[CH:13]([N:20]2[C:24]3[CH:25]=[C:26]([F:30])[C:27]([F:29])=[CH:28][C:23]=3[N:22]=[C:21]2[C:31]2[CH:32]=[CH:33][C:34]([Cl:37])=[CH:35][CH:36]=2)[CH:14]2[CH2:15][CH2:16][CH2:17][CH2:18][CH2:19]2)=[C:75]([F:77])[CH:76]=1. The catalyst class is: 17. (2) Reactant: [OH:1][CH:2]([C:13](=[O:18])[C:14]([CH3:17])([CH3:16])[CH3:15])[C:3]([O:5][CH2:6][C:7]1[CH:12]=[CH:11][CH:10]=[CH:9][CH:8]=1)=[O:4].C(N(C(C)C)CC)(C)C.N1([C:33](N2C=CN=C2)=[O:34])C=CN=C1.Cl. Product: [C:14]([C:13]1[O:18][C:33](=[O:34])[O:1][C:2]=1[C:3]([O:5][CH2:6][C:7]1[CH:12]=[CH:11][CH:10]=[CH:9][CH:8]=1)=[O:4])([CH3:15])([CH3:17])[CH3:16]. The catalyst class is: 7. (3) Reactant: Cl[C:2]1[C:11]2[C:6](=[CH:7][C:8]([F:12])=[CH:9][CH:10]=2)[N:5]=[C:4]([C:13]2[CH:14]=[C:15]([CH:18]=[CH:19][CH:20]=2)[C:16]#[N:17])[C:3]=1[CH3:21].[CH3:22][C:23]1([CH3:38])[C:31]2[C:26](=[CH:27][C:28]([N:32]3[CH2:37][CH2:36][O:35][CH2:34][CH2:33]3)=[CH:29][CH:30]=2)[NH:25][CH2:24]1.[H-].[Na+]. Product: [CH3:22][C:23]1([CH3:38])[C:31]2[C:26](=[CH:27][C:28]([N:32]3[CH2:37][CH2:36][O:35][CH2:34][CH2:33]3)=[CH:29][CH:30]=2)[N:25]([C:2]2[C:11]3[C:6](=[CH:7][C:8]([F:12])=[CH:9][CH:10]=3)[N:5]=[C:4]([C:13]3[CH:14]=[C:15]([CH:18]=[CH:19][CH:20]=3)[C:16]#[N:17])[C:3]=2[CH3:21])[CH2:24]1. The catalyst class is: 3. (4) Reactant: Cl.[F:2][C:3]1[CH:8]=[CH:7][C:6]([C:9]2[O:10][C:11]3[CH2:16][CH2:15][NH:14][CH2:13][C:12]=3[N:17]=2)=[CH:5][CH:4]=1.[F:18][C:19]1[CH:27]=[CH:26][C:22]([C:23](O)=[O:24])=[CH:21][CH:20]=1.CCN=C=NCCCN(C)C. Product: [F:18][C:19]1[CH:27]=[CH:26][C:22]([C:23]([N:14]2[CH2:15][CH2:16][C:11]3[O:10][C:9]([C:6]4[CH:5]=[CH:4][C:3]([F:2])=[CH:8][CH:7]=4)=[N:17][C:12]=3[CH2:13]2)=[O:24])=[CH:21][CH:20]=1. The catalyst class is: 2. (5) Reactant: [OH:1][CH2:2][CH2:3][O:4][CH:5]1[CH2:10][CH2:9][N:8]([C:11]([O:13][C:14]([CH3:17])([CH3:16])[CH3:15])=[O:12])[CH2:7][CH2:6]1.O[N:19]1[C:23](=[O:24])[C:22]2=[CH:25][CH:26]=[CH:27][CH:28]=[C:21]2[C:20]1=[O:29].C1(P(C2C=CC=CC=2)C2C=CC=CC=2)C=CC=CC=1.CC(OC(/N=N/C(OC(C)C)=O)=O)C. Product: [O:29]=[C:20]1[C:21]2[C:22](=[CH:25][CH:26]=[CH:27][CH:28]=2)[C:23](=[O:24])[N:19]1[O:1][CH2:2][CH2:3][O:4][CH:5]1[CH2:10][CH2:9][N:8]([C:11]([O:13][C:14]([CH3:17])([CH3:16])[CH3:15])=[O:12])[CH2:7][CH2:6]1. The catalyst class is: 1. (6) Reactant: [NH2:1][C:2]1[C:7]([O:8][CH2:9][CH:10]2[CH2:15][CH2:14][N:13]([C:16]3[N:21]=[C:20]([O:22][CH2:23][CH:24]4[CH2:26][C:25]4([F:28])[F:27])[N:19]=[C:18](C(C#N)C#N)[N:17]=3)[CH2:12][CH2:11]2)=[CH:6][N:5]=[CH:4][N:3]=1.[F:34][C:35]1([F:40])[CH2:38][CH:37]([NH2:39])[CH2:36]1.C1C=C(Cl)C=C([C:48](OO)=[O:49])C=1. Product: [NH2:1][C:2]1[C:7]([O:8][CH2:9][CH:10]2[CH2:11][CH2:12][N:13]([C:16]3[N:21]=[C:20]([O:22][CH2:23][CH:24]4[CH2:26][C:25]4([F:27])[F:28])[N:19]=[C:18]([C:48]([NH:39][CH:37]4[CH2:38][C:35]([F:40])([F:34])[CH2:36]4)=[O:49])[N:17]=3)[CH2:14][CH2:15]2)=[CH:6][N:5]=[CH:4][N:3]=1. The catalyst class is: 23. (7) Reactant: [CH2:1]([N:4]([CH2:27][CH2:28][CH3:29])[CH2:5][CH2:6][CH2:7][CH2:8][NH:9][C:10](=[O:26])[C:11]1[CH:16]=[CH:15][C:14]([CH2:17][NH:18][CH2:19][C:20]2[N:21]([CH3:25])[CH:22]=[CH:23][N:24]=2)=[CH:13][CH:12]=1)[CH2:2][CH3:3].C([BH3-])#N.[Na+].C(O)(=O)C.[CH3:38][C:39]1[CH:40]=[CH:41][C:42]([CH:45]=O)=[N:43][CH:44]=1. Product: [CH2:27]([N:4]([CH2:1][CH2:2][CH3:3])[CH2:5][CH2:6][CH2:7][CH2:8][NH:9][C:10](=[O:26])[C:11]1[CH:16]=[CH:15][C:14]([CH2:17][N:18]([CH2:19][C:20]2[N:21]([CH3:25])[CH:22]=[CH:23][N:24]=2)[CH2:45][C:42]2[CH:41]=[CH:40][C:39]([CH3:38])=[CH:44][N:43]=2)=[CH:13][CH:12]=1)[CH2:28][CH3:29]. The catalyst class is: 24.